From a dataset of Full USPTO retrosynthesis dataset with 1.9M reactions from patents (1976-2016). Predict the reactants needed to synthesize the given product. (1) Given the product [N:35]([CH2:24][CH2:23][CH2:22][N:8]([C:4]1[CH:5]=[CH:6][CH:7]=[C:2]([Cl:1])[CH:3]=1)[CH:9]1[CH2:14][CH2:13][CH2:12][N:11]([C:15]([O:17][C:18]([CH3:21])([CH3:20])[CH3:19])=[O:16])[CH2:10]1)=[N+:36]=[N-:37], predict the reactants needed to synthesize it. The reactants are: [Cl:1][C:2]1[CH:3]=[C:4]([N:8]([CH2:22][CH2:23][CH2:24]OS(C)(=O)=O)[CH:9]2[CH2:14][CH2:13][CH2:12][N:11]([C:15]([O:17][C:18]([CH3:21])([CH3:20])[CH3:19])=[O:16])[CH2:10]2)[CH:5]=[CH:6][CH:7]=1.CN(C=O)C.[N-:35]=[N+:36]=[N-:37].[Na+]. (2) Given the product [NH2:34][C:28]1[CH:27]=[C:26]([CH:31]=[CH:30][C:29]=1[C:32]#[N:33])[CH2:25][N:6]1[C:7](=[O:24])[CH2:8][N:9]([S:11]([C:14]2[S:18][C:17]3[CH:19]=[C:20]([Cl:23])[CH:21]=[CH:22][C:16]=3[CH:15]=2)(=[O:12])=[O:13])[CH2:10][CH:5]1[C:3]([OH:4])=[O:2], predict the reactants needed to synthesize it. The reactants are: C[O:2][C:3]([CH:5]1[CH2:10][N:9]([S:11]([C:14]2[S:18][C:17]3[CH:19]=[C:20]([Cl:23])[CH:21]=[CH:22][C:16]=3[CH:15]=2)(=[O:13])=[O:12])[CH2:8][C:7](=[O:24])[N:6]1[CH2:25][C:26]1[CH:31]=[CH:30][C:29]([C:32]#[N:33])=[C:28]([NH2:34])[CH:27]=1)=[O:4].C1COCC1.CO. (3) The reactants are: [NH2:1][C:2]1[C:3]([C:7]2[NH:23][C:10]3=[CH:11][C:12]4[C:13]([CH3:22])([CH3:21])[C:14](=[O:20])[N:15]([CH2:18][CH3:19])[C:16]=4[CH:17]=[C:9]3[N:8]=2)=[N:4][NH:5][CH:6]=1.[CH:24]1([CH2:29][CH2:30][C:31](Cl)=[O:32])[CH2:28][CH2:27][CH2:26][CH2:25]1. Given the product [CH:24]1([CH2:29][CH2:30][C:31]([NH:1][C:2]2[C:3]([C:7]3[NH:23][C:10]4=[CH:11][C:12]5[C:13]([CH3:22])([CH3:21])[C:14](=[O:20])[N:15]([CH2:18][CH3:19])[C:16]=5[CH:17]=[C:9]4[N:8]=3)=[N:4][NH:5][CH:6]=2)=[O:32])[CH2:28][CH2:27][CH2:26][CH2:25]1, predict the reactants needed to synthesize it. (4) Given the product [CH3:3][O:4][C:5]1[CH:6]=[C:7]([CH:16]=[CH:17][C:18]=1[O:19][CH3:20])[CH2:8][CH2:9][N:10]1[CH2:15][CH2:14][N:13]([CH2:32][CH2:33][O:34][C:35]2[CH:40]=[CH:39][C:38]([Cl:41])=[CH:37][CH:36]=2)[CH2:12][CH2:11]1, predict the reactants needed to synthesize it. The reactants are: Cl.Cl.[CH3:3][O:4][C:5]1[CH:6]=[C:7]([CH:16]=[CH:17][C:18]=1[O:19][CH3:20])[CH2:8][CH2:9][N:10]1[CH2:15][CH2:14][NH:13][CH2:12][CH2:11]1.CC1C=CC(S(O[CH2:32][CH2:33][O:34][C:35]2[CH:40]=[CH:39][C:38]([Cl:41])=[CH:37][CH:36]=2)(=O)=O)=CC=1.[Na+].[I-].C([O-])([O-])=O.[K+].[K+]. (5) Given the product [F:52][C:16]1[CH:17]=[C:18]2[C:13]([C:12]([C:23]3[CH:24]=[N:25][N:26]([CH2:28][C:38]([NH:36][CH3:35])=[O:42])[CH:27]=3)=[CH:11][NH:10]2)=[CH:14][CH:15]=1, predict the reactants needed to synthesize it. The reactants are: C1(S([N:10]2[C:18]3[C:13](=[CH:14][CH:15]=[C:16](C(F)(F)F)[CH:17]=3)[C:12]([C:23]3[CH:24]=[N:25][N:26]([C:28](OC(C)(C)C)=O)[CH:27]=3)=[CH:11]2)(=O)=O)C=CC=CC=1.[CH3:35][N:36]([C:38]([O:42]N1N=NC2C=CC=NC1=2)=[N+](C)C)C.[F:52][P-](F)(F)(F)(F)F.CCN(CC)CC.CN. (6) Given the product [F:39][C:34]1[CH:33]=[C:32]([CH:37]=[C:36]([F:38])[CH:35]=1)[CH2:31][C@H:8]([NH:7][C:6](=[O:40])[CH3:41])[C@H:9]([OH:30])[CH2:10][NH:11][C:12]1([C:21]2[CH:26]=[CH:25][CH:24]=[C:23]([CH:27]([CH3:29])[CH3:28])[CH:22]=2)[CH2:17][CH2:16][N:15]([CH2:18][CH3:19])[C:14](=[O:20])[CH2:13]1, predict the reactants needed to synthesize it. The reactants are: C(O[C:6](=[O:40])[NH:7][CH:8]([CH2:31][C:32]1[CH:37]=[C:36]([F:38])[CH:35]=[C:34]([F:39])[CH:33]=1)[CH:9]([OH:30])[CH2:10][NH:11][C:12]1([C:21]2[CH:26]=[CH:25][CH:24]=[C:23]([CH:27]([CH3:29])[CH3:28])[CH:22]=2)[CH2:17][CH2:16][N:15]([CH2:18][CH3:19])[C:14](=[O:20])[CH2:13]1)(C)(C)C.[CH:41](Cl)(Cl)Cl. (7) Given the product [F:1][C:2]1[CH:3]=[CH:4][C:5]2[N:6]([C:8]([C:12]3[N:17]=[C:16]([O:18][CH3:19])[C:15]([CH3:20])=[CH:14][N:13]=3)=[CH:9][N:10]=2)[CH:7]=1, predict the reactants needed to synthesize it. The reactants are: [F:1][C:2]1[CH:3]=[CH:4][C:5]2[N:6]([CH:8]=[CH:9][N:10]=2)[CH:7]=1.Cl[C:12]1[N:17]=[C:16]([O:18][CH3:19])[C:15]([CH3:20])=[CH:14][N:13]=1.COC1C=CN=C(C2N3C=C(C#N)C=CC3=NC=2)N=1. (8) Given the product [N+:1]([C:4]1[CH:25]=[CH:24][C:7]2[NH:8][C:9](=[C:11]([C:14]3[N:19]=[C:18]([C:20]([F:23])([F:22])[F:21])[CH:17]=[CH:16][N:15]=3)[C:12]([NH2:13])=[O:26])[S:10][C:6]=2[CH:5]=1)([O-:3])=[O:2], predict the reactants needed to synthesize it. The reactants are: [N+:1]([C:4]1[CH:25]=[CH:24][C:7]2[NH:8][C:9](=[C:11]([C:14]3[N:19]=[C:18]([C:20]([F:23])([F:22])[F:21])[CH:17]=[CH:16][N:15]=3)[C:12]#[N:13])[S:10][C:6]=2[CH:5]=1)([O-:3])=[O:2].[OH2:26].